This data is from Reaction yield outcomes from USPTO patents with 853,638 reactions. The task is: Predict the reaction yield, written as a fraction of the theoretical maximum amount of product (1.0 means a 100% yield; for example, 0.34 means a 34% yield). (1) The reactants are C([N:8]1[CH2:13][CH2:12][CH:11]([N:14]([CH3:35])[C:15](=[O:34])[CH2:16][O:17][C:18]2[N:23]=[C:22]([CH3:24])[C:21]([NH:25][C:26](=[O:32])[O:27][C:28]([CH3:31])([CH3:30])[CH3:29])=[C:20]([CH3:33])[N:19]=2)[CH2:10][CH2:9]1)C1C=CC=CC=1. The catalyst is CO.[Pd]. The product is [CH3:24][C:22]1[C:21]([NH:25][C:26](=[O:32])[O:27][C:28]([CH3:31])([CH3:29])[CH3:30])=[C:20]([CH3:33])[N:19]=[C:18]([O:17][CH2:16][C:15]([N:14]([CH3:35])[CH:11]2[CH2:10][CH2:9][NH:8][CH2:13][CH2:12]2)=[O:34])[N:23]=1. The yield is 0.960. (2) The reactants are [Cl:1][C:2]1[CH:7]=[CH:6][C:5]([OH:8])=[CH:4][CH:3]=1.C([Mg]Br)C.[F:13][C:14]([F:27])([F:26])[C:15]1[CH:23]=[C:22]2[C:18]([C:19](=[O:25])[C:20](=[O:24])[NH:21]2)=[CH:17][CH:16]=1. The catalyst is C1COCC1. The product is [Cl:1][C:2]1[CH:7]=[CH:6][C:5]([OH:8])=[C:4]([C:19]2([OH:25])[C:18]3[C:22](=[CH:23][C:15]([C:14]([F:27])([F:13])[F:26])=[CH:16][CH:17]=3)[NH:21][C:20]2=[O:24])[CH:3]=1. The yield is 0.860. (3) The reactants are [CH3:1][CH2:2][O:3][C:4]1[CH:5]=[CH:6][C:7]([NH2:10])=[CH:8][CH:9]=1.Cl[C:12]1[N:17]2[N:18]=[CH:19][CH:20]=[C:16]2[N:15]=[C:14]([S:21][CH3:22])[N:13]=1.O. The catalyst is O1CCOCC1. The product is [CH2:2]([O:3][C:4]1[CH:9]=[CH:8][C:7]([NH:10][C:12]2[N:17]3[N:18]=[CH:19][CH:20]=[C:16]3[N:15]=[C:14]([S:21][CH3:22])[N:13]=2)=[CH:6][CH:5]=1)[CH3:1]. The yield is 0.800. (4) The reactants are I[C:2]1[CH:3]=[C:4]([CH3:10])[CH:5]=[CH:6][C:7]=1[O:8][CH3:9].[C:11](=[N:24][NH2:25])([C:18]1[CH:23]=[CH:22][CH:21]=[CH:20][CH:19]=1)[C:12]1[CH:17]=[CH:16][CH:15]=[CH:14][CH:13]=1.CC([O-])(C)C.[Na+]. The catalyst is C1(C)C=CC=CC=1.CCOC(C)=O.O.CC([O-])=O.CC([O-])=O.[Pd+2].CC1(C)C2C(=C(P(C3C=CC=CC=3)C3C=CC=CC=3)C=CC=2)OC2C(P(C3C=CC=CC=3)C3C=CC=CC=3)=CC=CC1=2. The product is [CH3:9][O:8][C:7]1[CH:6]=[CH:5][C:4]([CH3:10])=[CH:3][C:2]=1[NH:25][N:24]=[C:11]([C:12]1[CH:17]=[CH:16][CH:15]=[CH:14][CH:13]=1)[C:18]1[CH:23]=[CH:22][CH:21]=[CH:20][CH:19]=1. The yield is 0.950. (5) The product is [NH2:1][C:2]1[CH:7]=[CH:6][CH:5]=[CH:4][C:3]=1[NH:8][C:9](=[O:27])[C:10]1[CH:15]=[CH:14][C:13]([CH2:16][CH:17]2[CH2:25][C:24]3[C:19](=[CH:20][CH:21]=[CH:22][CH:23]=3)[CH:18]2[OH:26])=[CH:12][CH:11]=1. The reactants are [NH2:1][C:2]1[CH:7]=[CH:6][CH:5]=[CH:4][C:3]=1[NH:8][C:9](=[O:27])[C:10]1[CH:15]=[CH:14][C:13]([CH:16]=[C:17]2[CH2:25][C:24]3[C:19](=[CH:20][CH:21]=[CH:22][CH:23]=3)[C:18]2=[O:26])=[CH:12][CH:11]=1.[BH4-].[Na+]. The catalyst is CO.O. The yield is 0.740.